This data is from Forward reaction prediction with 1.9M reactions from USPTO patents (1976-2016). The task is: Predict the product of the given reaction. (1) Given the reactants [Cl:1][C:2]1[C:7]([O:8][CH3:9])=[CH:6][C:5]([O:10][CH3:11])=[C:4]([Cl:12])[C:3]=1[C:13]1[N:18]=[CH:17][C:16]2[C:19]([C:22]3[CH:23]=[N:24][N:25]([CH2:27][C:28]([OH:30])=O)[CH:26]=3)=[N:20][NH:21][C:15]=2[CH:14]=1.Cl.[F:32][C@H:33]1[CH2:37][CH2:36][NH:35][CH2:34]1, predict the reaction product. The product is: [Cl:12][C:4]1[C:5]([O:10][CH3:11])=[CH:6][C:7]([O:8][CH3:9])=[C:2]([Cl:1])[C:3]=1[C:13]1[N:18]=[CH:17][C:16]2[C:19]([C:22]3[CH:23]=[N:24][N:25]([CH2:27][C:28]([N:35]4[CH2:36][CH2:37][C@H:33]([F:32])[CH2:34]4)=[O:30])[CH:26]=3)=[N:20][NH:21][C:15]=2[CH:14]=1. (2) Given the reactants [F:1][C:2]1[CH:10]=[CH:9][CH:8]=[C:7]([F:11])[C:3]=1[C:4]([OH:6])=O.[NH:12]1[C:16]2[CH:17]=[CH:18][CH:19]=[CH:20][C:15]=2[N:14]=[C:13]1[C:21]1[C:25]([NH2:26])=[CH:24][NH:23][N:22]=1.C(Cl)CCl.C1C=CC2N(O)N=NC=2C=1, predict the reaction product. The product is: [NH:14]1[C:15]2[CH:20]=[CH:19][CH:18]=[CH:17][C:16]=2[N:12]=[C:13]1[C:21]1[C:25]([NH:26][C:4](=[O:6])[C:3]2[C:7]([F:11])=[CH:8][CH:9]=[CH:10][C:2]=2[F:1])=[CH:24][NH:23][N:22]=1. (3) Given the reactants [NH2:1][CH2:2][C:3]([C:5]1[CH:10]=[CH:9][C:8]([F:11])=[CH:7][CH:6]=1)=[O:4].[BH4-].[Na+], predict the reaction product. The product is: [NH2:1][CH2:2][CH:3]([C:5]1[CH:10]=[CH:9][C:8]([F:11])=[CH:7][CH:6]=1)[OH:4]. (4) Given the reactants Cl.[CH3:2][C@@H:3]([NH2:9])[C:4]([CH3:8])([CH3:7])[CH2:5][CH3:6].C1(N)CCC1.Cl[C:16]1[C:17]2[CH:36]=[CH:35][NH:34][C:18]=2[N:19]=[C:20]([NH:22][C:23]2[CH:24]=[C:25]([NH:29][S:30]([CH3:33])(=[O:32])=[O:31])[CH:26]=[CH:27][CH:28]=2)[N:21]=1.ClC1N=C(NC2C=C(NS(C)(=O)=O)C=CC=2)N=C2C=1N=CN2, predict the reaction product. The product is: [CH3:2][C@@H:3]([NH:9][C:16]1[C:17]2[CH:36]=[CH:35][NH:34][C:18]=2[N:19]=[C:20]([NH:22][C:23]2[CH:24]=[C:25]([NH:29][S:30]([CH3:33])(=[O:32])=[O:31])[CH:26]=[CH:27][CH:28]=2)[N:21]=1)[C:4]([CH3:8])([CH3:7])[CH2:5][CH3:6]. (5) Given the reactants C[O:2][C:3]([C:5]1[CH:10]=[CH:9][C:8]([C:11]2[CH:16]=[CH:15][C:14]([C:17]([F:20])([F:19])[F:18])=[CH:13][CH:12]=2)=[CH:7][CH:6]=1)=O.[H-].[Al+3].[Li+].[H-].[H-].[H-].[H-].S([O-])(O)(=O)=O.[K+], predict the reaction product. The product is: [F:18][C:17]([F:19])([F:20])[C:14]1[CH:13]=[CH:12][C:11]([C:8]2[CH:9]=[CH:10][C:5]([CH2:3][OH:2])=[CH:6][CH:7]=2)=[CH:16][CH:15]=1. (6) Given the reactants [Cl:1][C:2]1[C:3]2[NH:10][CH:9]=[CH:8][C:4]=2[N:5]=[CH:6][N:7]=1.C(=O)([O-])[O-].[Cs+].[Cs+].[C:17]([Si:21]([O:24][CH2:25][CH2:26]I)([CH3:23])[CH3:22])([CH3:20])([CH3:19])[CH3:18], predict the reaction product. The product is: [Si:21]([O:24][CH2:25][CH2:26][N:10]1[C:3]2[C:2]([Cl:1])=[N:7][CH:6]=[N:5][C:4]=2[CH:8]=[CH:9]1)([C:17]([CH3:20])([CH3:19])[CH3:18])([CH3:23])[CH3:22].